From a dataset of Reaction yield outcomes from USPTO patents with 853,638 reactions. Predict the reaction yield, written as a fraction of the theoretical maximum amount of product (1.0 means a 100% yield; for example, 0.34 means a 34% yield). The reactants are [CH2:1]([NH:5][C:6]1[C:14]2[N:13]=[CH:12][N:11]([C:15]3[CH:23]=[CH:22][C:18]([C:19]([OH:21])=O)=[CH:17][CH:16]=3)[C:10]=2[CH:9]=[C:8]([C:24]2[CH:29]=[CH:28][CH:27]=[CH:26][CH:25]=2)[CH:7]=1)[CH:2]([CH3:4])[CH3:3].CN(C(ON1N=NC2[CH:41]=[CH:42][CH:43]=[N:44]C1=2)=[N+](C)C)C.F[P-](F)(F)(F)(F)F.C(N(CC)C(C)C)(C)C. The catalyst is C1COCC1. The product is [CH:43]1([NH:44][C:19](=[O:21])[C:18]2[CH:17]=[CH:16][C:15]([N:11]3[C:10]4[CH:9]=[C:8]([C:24]5[CH:25]=[CH:26][CH:27]=[CH:28][CH:29]=5)[CH:7]=[C:6]([NH:5][CH2:1][CH:2]([CH3:3])[CH3:4])[C:14]=4[N:13]=[CH:12]3)=[CH:23][CH:22]=2)[CH2:41][CH2:42]1. The yield is 0.850.